This data is from Retrosynthesis with 50K atom-mapped reactions and 10 reaction types from USPTO. The task is: Predict the reactants needed to synthesize the given product. (1) Given the product COc1cc(Cc2c[n+]([O-])c(N)nc2N)c2c(c1OC)OCC=C2, predict the reactants needed to synthesize it. The reactants are: CN(C)C=O.COc1cc(Cc2cnc(N)nc2N)c2c(c1OC)OCC=C2. (2) The reactants are: Cc1c(-c2ccccn2)nc2cc(F)ccc2c1Cl.c1cc2c(cc1N1CCOCC1)NCCO2. Given the product Cc1c(-c2ccccn2)nc2cc(F)ccc2c1N1CCOc2ccc(N3CCOCC3)cc21, predict the reactants needed to synthesize it. (3) Given the product BrCCCCCCOCCOCc1ccccc1, predict the reactants needed to synthesize it. The reactants are: BrCCCCCCBr.OCCOCc1ccccc1. (4) Given the product NC(=O)c1c(-c2ccc(F)c(Cl)c2)nn2c1CNC1(CC1)C2, predict the reactants needed to synthesize it. The reactants are: CC(C)(C)OC(=O)N1Cc2c(C(N)=O)c(-c3ccc(F)c(Cl)c3)nn2CC12CC2.